From a dataset of NCI-60 drug combinations with 297,098 pairs across 59 cell lines. Regression. Given two drug SMILES strings and cell line genomic features, predict the synergy score measuring deviation from expected non-interaction effect. (1) Drug 1: CCN(CC)CCNC(=O)C1=C(NC(=C1C)C=C2C3=C(C=CC(=C3)F)NC2=O)C. Drug 2: C1CC(=O)NC(=O)C1N2C(=O)C3=CC=CC=C3C2=O. Cell line: SF-295. Synergy scores: CSS=-8.09, Synergy_ZIP=11.1, Synergy_Bliss=3.57, Synergy_Loewe=-5.13, Synergy_HSA=-4.34. (2) Drug 1: C1C(C(OC1N2C=C(C(=O)NC2=O)F)CO)O. Drug 2: C1=NC2=C(N1)C(=S)N=CN2. Cell line: M14. Synergy scores: CSS=21.4, Synergy_ZIP=-0.449, Synergy_Bliss=0.279, Synergy_Loewe=-5.74, Synergy_HSA=-3.20. (3) Drug 1: COC1=C2C(=CC3=C1OC=C3)C=CC(=O)O2. Drug 2: C1CNP(=O)(OC1)N(CCCl)CCCl. Cell line: OVCAR3. Synergy scores: CSS=-1.50, Synergy_ZIP=4.23, Synergy_Bliss=5.82, Synergy_Loewe=0.375, Synergy_HSA=-1.54. (4) Drug 1: CC1=C2C(C(=O)C3(C(CC4C(C3C(C(C2(C)C)(CC1OC(=O)C(C(C5=CC=CC=C5)NC(=O)OC(C)(C)C)O)O)OC(=O)C6=CC=CC=C6)(CO4)OC(=O)C)OC)C)OC. Drug 2: N.N.Cl[Pt+2]Cl. Cell line: MOLT-4. Synergy scores: CSS=89.8, Synergy_ZIP=16.4, Synergy_Bliss=16.4, Synergy_Loewe=5.59, Synergy_HSA=17.0. (5) Drug 1: CC1OCC2C(O1)C(C(C(O2)OC3C4COC(=O)C4C(C5=CC6=C(C=C35)OCO6)C7=CC(=C(C(=C7)OC)O)OC)O)O. Drug 2: C1CN1P(=S)(N2CC2)N3CC3. Cell line: UACC-257. Synergy scores: CSS=4.30, Synergy_ZIP=-3.09, Synergy_Bliss=-3.29, Synergy_Loewe=-2.83, Synergy_HSA=-2.36.